The task is: Predict the product of the given reaction.. This data is from Forward reaction prediction with 1.9M reactions from USPTO patents (1976-2016). (1) Given the reactants [C:1]([O:5][C:6](=[O:23])[NH:7][CH:8]([C:15]1[CH:20]=[CH:19][C:18]([Cl:21])=[C:17]([Cl:22])[CH:16]=1)[C:9](=[O:14])N(OC)C)([CH3:4])([CH3:3])[CH3:2].Br[C:25]1[CH:38]=[CH:37][C:28]([O:29][Si:30]([C:33]([CH3:36])([CH3:35])[CH3:34])([CH3:32])[CH3:31])=[CH:27][CH:26]=1, predict the reaction product. The product is: [C:1]([O:5][C:6](=[O:23])[NH:7][CH:8]([C:15]1[CH:20]=[CH:19][C:18]([Cl:21])=[C:17]([Cl:22])[CH:16]=1)[C:9]([C:25]1[CH:38]=[CH:37][C:28]([O:29][Si:30]([C:33]([CH3:36])([CH3:35])[CH3:34])([CH3:31])[CH3:32])=[CH:27][CH:26]=1)=[O:14])([CH3:2])([CH3:3])[CH3:4]. (2) Given the reactants [C:1]([C:3]1[CH:8]=[CH:7][C:6]([CH:9]2[N:14]([CH2:15][C:16]([OH:18])=O)[C:13](=[O:19])[N:12]([C:20]3[CH:25]=[CH:24][CH:23]=[C:22]([C:26]([F:29])([F:28])[F:27])[CH:21]=3)[C:11]3[CH2:30][CH2:31][C:32](=[O:33])[C:10]2=3)=[C:5]([S:34]([CH3:37])(=[O:36])=[O:35])[CH:4]=1)#[N:2].C(N(CC)CC)C.F[B-](F)(F)F.C[N+](C)=C(N(C)C)ON1C2C=CC=CC=2N=N1.[CH3:67][NH:68][CH2:69][CH2:70][OH:71], predict the reaction product. The product is: [C:1]([C:3]1[CH:8]=[CH:7][C:6]([CH:9]2[N:14]([CH2:15][C:16]([N:68]([CH2:69][CH2:70][OH:71])[CH3:67])=[O:18])[C:13](=[O:19])[N:12]([C:20]3[CH:25]=[CH:24][CH:23]=[C:22]([C:26]([F:29])([F:28])[F:27])[CH:21]=3)[C:11]3[CH2:30][CH2:31][C:32](=[O:33])[C:10]2=3)=[C:5]([S:34]([CH3:37])(=[O:36])=[O:35])[CH:4]=1)#[N:2]. (3) Given the reactants [CH3:1][C:2]1[N:3]([C:14]2[CH:23]=[CH:22][CH:21]=[C:20]3[C:15]=2[CH:16]=[CH:17][CH:18]=[N:19]3)[C:4]2[C:9]([C:10]=1[C:11]([OH:13])=[O:12])=[CH:8][CH:7]=[CH:6][CH:5]=2, predict the reaction product. The product is: [CH3:1][C:2]1[N:3]([C:14]2[CH:23]=[CH:22][CH:21]=[C:20]3[C:15]=2[CH2:16][CH2:17][CH2:18][NH:19]3)[C:4]2[C:9]([C:10]=1[C:11]([OH:13])=[O:12])=[CH:8][CH:7]=[CH:6][CH:5]=2. (4) Given the reactants ClC1N=C(C2SC(N3CCCC3)=NC=2C2C=C(NS(C3C(F)=CC=CC=3F)(=O)=O)C=CC=2)C=CN=1.[Cl:36][C:37]1[N:42]=[C:41]([CH2:43][C:44]([C:46]2[CH:47]=[C:48]([NH:52][C:53](=[O:58])[O:54][CH2:55][CH:56]=[CH2:57])[CH:49]=[CH:50][CH:51]=2)=O)[CH:40]=[CH:39][N:38]=1.[CH3:59][CH:60]([CH3:64])[C:61](=[S:63])[NH2:62], predict the reaction product. The product is: [Cl:36][C:37]1[N:42]=[C:41]([C:43]2[S:63][C:61]([CH:60]([CH3:64])[CH3:59])=[N:62][C:44]=2[C:46]2[CH:47]=[C:48]([NH:52][C:53](=[O:58])[O:54][CH2:55][CH:56]=[CH2:57])[CH:49]=[CH:50][CH:51]=2)[CH:40]=[CH:39][N:38]=1.